Task: Predict the reactants needed to synthesize the given product.. Dataset: Full USPTO retrosynthesis dataset with 1.9M reactions from patents (1976-2016) (1) The reactants are: [CH:1]1[C:10]2[C:5](=[CH:6][CH:7]=[CH:8][CH:9]=2)[CH:4]=[CH:3][C:2]=1[CH:11]=O.[NH2:13][C:14]1[CH:19]=[N:18][C:17]([Br:20])=[CH:16][N:15]=1.[BH-](OC(C)=O)(OC(C)=O)OC(C)=O.[Na+]. Given the product [Br:20][C:17]1[N:18]=[CH:19][C:14]([NH:13][CH2:11][C:2]2[CH:3]=[CH:4][C:5]3[C:10](=[CH:9][CH:8]=[CH:7][CH:6]=3)[CH:1]=2)=[N:15][CH:16]=1, predict the reactants needed to synthesize it. (2) Given the product [O:1]1[CH2:6][CH2:5][CH2:4][O:3][CH:2]1[C:7]1[CH:8]=[C:9]([S:13][C:14]2[CH:19]=[C:18]3[C:17](=[CH:16][C:15]=2[F:34])[N:31]=[C:22]([NH2:23])[C:21]([CH2:24][CH:25]2[CH2:30][CH2:29][O:28][CH2:27][CH2:26]2)=[CH:20]3)[CH:10]=[CH:11][CH:12]=1, predict the reactants needed to synthesize it. The reactants are: [O:1]1[CH2:6][CH2:5][CH2:4][O:3][CH:2]1[C:7]1[CH:8]=[C:9]([S:13][C:14]2[C:15]([F:34])=[CH:16][C:17]([N+:31]([O-])=O)=[C:18]([CH:20]=[C:21]([CH2:24][CH:25]3[CH2:30][CH2:29][O:28][CH2:27][CH2:26]3)[C:22]#[N:23])[CH:19]=2)[CH:10]=[CH:11][CH:12]=1.[NH4+].[Cl-].CO. (3) Given the product [N:37]1[CH:36]=[CH:35][C:34]([C:30]2[CH:29]=[C:28]([C:27]3[CH2:26][C:25](=[O:41])[NH:24][C:9]4[CH:10]=[C:11]([C:20]([F:23])([F:21])[F:22])[C:12]([O:14][CH2:15][C:16]([F:19])([F:17])[F:18])=[CH:13][C:8]=4[N:7]=3)[CH:33]=[CH:32][CH:31]=2)=[CH:39][CH:38]=1, predict the reactants needed to synthesize it. The reactants are: C(OC(=O)[NH:7][C:8]1[CH:13]=[C:12]([O:14][CH2:15][C:16]([F:19])([F:18])[F:17])[C:11]([C:20]([F:23])([F:22])[F:21])=[CH:10][C:9]=1[NH:24][C:25](=[O:41])[CH2:26][C:27](=O)[C:28]1[CH:33]=[CH:32][CH:31]=[C:30]([C:34]2[CH:39]=[CH:38][N:37]=[CH:36][CH:35]=2)[CH:29]=1)(C)(C)C.C(O)(C(F)(F)F)=O. (4) The reactants are: [CH2:1]([S:3]([N:6]1[CH2:11][CH2:10][CH:9]([C:12]2[C:20]3[C:15](=[C:16]([C:28]([NH2:30])=[O:29])[CH:17]=[C:18]([C:21]4[CH:25]=[C:24]([CH:26]=O)[S:23][CH:22]=4)[CH:19]=3)[NH:14][CH:13]=2)[CH2:8][CH2:7]1)(=[O:5])=[O:4])[CH3:2].[F:31][C:32]([F:39])([F:38])[C@@H:33]1[CH2:37][CH2:36][CH2:35][NH:34]1.[BH4-].[Na+].[CH3:42][OH:43]. Given the product [F:31][C:32]([F:39])([F:38])[C:42]([OH:4])=[O:43].[CH2:1]([S:3]([N:6]1[CH2:11][CH2:10][CH:9]([C:12]2[C:20]3[C:15](=[C:16]([C:28]([NH2:30])=[O:29])[CH:17]=[C:18]([C:21]4[CH:25]=[C:24]([CH2:26][N:34]5[CH2:35][CH2:36][CH2:37][C@H:33]5[C:32]([F:39])([F:38])[F:31])[S:23][CH:22]=4)[CH:19]=3)[NH:14][CH:13]=2)[CH2:8][CH2:7]1)(=[O:4])=[O:5])[CH3:2], predict the reactants needed to synthesize it. (5) Given the product [Cl:9][C:4]1[N:3]=[C:2]([NH2:1])[N:7]=[C:6]([NH:25][C:22]2[CH:23]=[CH:24][C:19]([O:18][C:16]3[CH:15]=[CH:14][N:13]=[C:12]([C:11]([F:27])([F:10])[F:26])[CH:17]=3)=[CH:20][CH:21]=2)[CH:5]=1, predict the reactants needed to synthesize it. The reactants are: [NH2:1][C:2]1[N:7]=[C:6](Cl)[CH:5]=[C:4]([Cl:9])[N:3]=1.[F:10][C:11]([F:27])([F:26])[C:12]1[CH:17]=[C:16]([O:18][C:19]2[CH:24]=[CH:23][C:22]([NH2:25])=[CH:21][CH:20]=2)[CH:15]=[CH:14][N:13]=1. (6) Given the product [CH2:1]([O:3][C:4]([C:6]1[CH:7]=[C:8]([C:12]2[CH:13]=[CH:14][CH:15]=[C:16]([CH3:20])[CH:17]=2)[CH:9]=[CH:10][CH:11]=1)=[O:5])[CH3:2], predict the reactants needed to synthesize it. The reactants are: [CH2:1]([O:3][C:4]([C:6]1[CH:7]=[C:8]([C:12]2[CH:17]=[CH:16][C:15](C)=[CH:14][CH:13]=2)[CH:9]=[CH:10][CH:11]=1)=[O:5])[CH3:2].Br[C:20]1C=C(C=CC=1)C(OCC)=O.CC1C=C(B(O)O)C=CC=1.C(=O)([O-])[O-].[Na+].[Na+].C1(P(C2C=CC=CC=2)C2C=CC=CC=2)C=CC=CC=1.